Dataset: Full USPTO retrosynthesis dataset with 1.9M reactions from patents (1976-2016). Task: Predict the reactants needed to synthesize the given product. (1) Given the product [N:1]12[CH2:8][CH2:7][CH:4]([CH2:5][CH2:6]1)[C@@H:3]([O:9][C:10](=[O:35])[NH:11][CH:12]([C:19]1[CH:24]=[CH:23][CH:22]=[C:21]([O:25][CH2:26][CH2:27][C:28]3[CH:33]=[CH:32][C:31]([C:41]4[CH:42]=[CH:43][C:38]([CH:36]=[O:37])=[CH:39][CH:40]=4)=[CH:30][CH:29]=3)[CH:20]=1)[C:13]1[CH:18]=[CH:17][CH:16]=[CH:15][CH:14]=1)[CH2:2]2, predict the reactants needed to synthesize it. The reactants are: [N:1]12[CH2:8][CH2:7][CH:4]([CH2:5][CH2:6]1)[C@@H:3]([O:9][C:10](=[O:35])[NH:11][CH:12]([C:19]1[CH:24]=[CH:23][CH:22]=[C:21]([O:25][CH2:26][CH2:27][C:28]3[CH:33]=[CH:32][C:31](Br)=[CH:30][CH:29]=3)[CH:20]=1)[C:13]1[CH:18]=[CH:17][CH:16]=[CH:15][CH:14]=1)[CH2:2]2.[CH:36]([C:38]1[CH:43]=[CH:42][C:41](B(O)O)=[CH:40][CH:39]=1)=[O:37].C(=O)([O-])[O-].[Na+].[Na+]. (2) Given the product [Cl-:10].[OH:15][CH:12]([CH2:13][OH:14])[CH2:11][N+:7]1[CH:8]=[CH:9][N:5]([CH2:1][CH2:2][CH2:3][CH3:4])[CH:6]=1, predict the reactants needed to synthesize it. The reactants are: [CH2:1]([N:5]1[CH:9]=[CH:8][N:7]=[CH:6]1)[CH2:2][CH2:3][CH3:4].[Cl:10][CH2:11][CH:12]([OH:15])[CH2:13][OH:14]. (3) Given the product [F:18][C:15]([CH3:17])([CH3:16])[CH2:14][N:11]1[CH2:12][CH2:13][CH:8]([NH2:7])[CH2:9][CH2:10]1, predict the reactants needed to synthesize it. The reactants are: C(OC(=O)[NH:7][CH:8]1[CH2:13][CH2:12][N:11]([CH2:14][C:15]([F:18])([CH3:17])[CH3:16])[CH2:10][CH2:9]1)(C)(C)C.Cl.CO. (4) Given the product [OH:12][C:2]1[CH:3]=[N:4][CH:5]=[C:6]([CH:10]=1)[C:7]([OH:9])=[O:8], predict the reactants needed to synthesize it. The reactants are: Br[C:2]1[CH:3]=[N:4][CH:5]=[C:6]([CH:10]=1)[C:7]([OH:9])=[O:8].S.[OH2:12]. (5) Given the product [NH2:18][CH2:17][C:7]1[N:6]([S:3]([N:2]([CH3:29])[CH3:1])(=[O:4])=[O:5])[CH:10]=[C:9]([C:11]2[CH:16]=[CH:15][CH:14]=[CH:13][CH:12]=2)[N:8]=1, predict the reactants needed to synthesize it. The reactants are: [CH3:1][N:2]([CH3:29])[S:3]([N:6]1[CH:10]=[C:9]([C:11]2[CH:16]=[CH:15][CH:14]=[CH:13][CH:12]=2)[N:8]=[C:7]1[CH2:17][NH:18]C(=O)OCC1C=CC=CC=1)(=[O:5])=[O:4]. (6) Given the product [CH3:11][C:9]1[N:10]=[C:5]2[CH:4]=[CH:3][C:2]([CH:34]=[CH2:35])=[CH:7][N:6]2[C:8]=1[C:12]1[S:13][C:14]([C:23]2[N:27]=[CH:26][N:25]([CH:28]3[CH2:33][CH2:32][CH2:31][CH2:30][O:29]3)[N:24]=2)=[C:15]([C:17]2[CH:22]=[CH:21][CH:20]=[CH:19][CH:18]=2)[N:16]=1, predict the reactants needed to synthesize it. The reactants are: Br[C:2]1[CH:3]=[CH:4][C:5]2[N:6]([C:8]([C:12]3[S:13][C:14]([C:23]4[N:27]=[CH:26][N:25]([CH:28]5[CH2:33][CH2:32][CH2:31][CH2:30][O:29]5)[N:24]=4)=[C:15]([C:17]4[CH:22]=[CH:21][CH:20]=[CH:19][CH:18]=4)[N:16]=3)=[C:9]([CH3:11])[N:10]=2)[CH:7]=1.[CH:34]([B-](F)(F)F)=[CH2:35].[K+].C(=O)([O-])[O-].[Cs+].[Cs+].CCOC(C)=O. (7) Given the product [OH:13][CH2:12][CH2:11][C:8]1[CH:9]=[CH:10][C:5]([C:3]#[N:4])=[C:6]([O:17][CH3:18])[CH:7]=1, predict the reactants needed to synthesize it. The reactants are: [Li+].[BH4-].[C:3]([C:5]1[CH:10]=[CH:9][C:8]([CH2:11][C:12](OCC)=[O:13])=[CH:7][C:6]=1[O:17][CH3:18])#[N:4].O.